The task is: Predict the product of the given reaction.. This data is from Forward reaction prediction with 1.9M reactions from USPTO patents (1976-2016). (1) Given the reactants O=C1O[C@H]([C@H](CO)O)C([O-])=C1O.[Na+].[CH3:14][O:15][C:16]1[CH:17]=[C:18](/[CH:26]=[CH:27]/[C:28]([NH:30][C:31]2[CH:39]=[CH:38][CH:37]=[CH:36][C:32]=2[C:33]([OH:35])=[O:34])=[O:29])[CH:19]=[CH:20][C:21]=1[O:22][CH2:23][C:24]#[CH:25].[N:40]([CH2:43][C:44]([NH:46][C:47]1[CH:52]=[CH:51][CH:50]=[CH:49][CH:48]=1)=[O:45])=[N+:41]=[N-:42], predict the reaction product. The product is: [CH3:14][O:15][C:16]1[CH:17]=[C:18](/[CH:26]=[CH:27]/[C:28]([NH:30][C:31]2[CH:39]=[CH:38][CH:37]=[CH:36][C:32]=2[C:33]([OH:35])=[O:34])=[O:29])[CH:19]=[CH:20][C:21]=1[O:22][CH2:23][C:24]1[N:42]=[N:41][N:40]([CH2:43][C:44](=[O:45])[NH:46][C:47]2[CH:48]=[CH:49][CH:50]=[CH:51][CH:52]=2)[CH:25]=1. (2) Given the reactants [CH3:1][O:2][C:3]1[CH:8]=[CH:7][CH:6]=[CH:5][C:4]=1[C:9]1[C:13]([C:14]([OH:16])=O)=[C:12]([CH3:17])[O:11][N:10]=1.[NH2:18][C:19]1[CH:28]=[C:27]([N:29]2[CH2:34][CH2:33][NH:32][CH2:31][CH2:30]2)[C:26]([Cl:35])=[CH:25][C:20]=1[C:21]([O:23][CH3:24])=[O:22], predict the reaction product. The product is: [NH2:18][C:19]1[CH:28]=[C:27]([N:29]2[CH2:34][CH2:33][N:32]([C:14]([C:13]3[C:9]([C:4]4[CH:5]=[CH:6][CH:7]=[CH:8][C:3]=4[O:2][CH3:1])=[N:10][O:11][C:12]=3[CH3:17])=[O:16])[CH2:31][CH2:30]2)[C:26]([Cl:35])=[CH:25][C:20]=1[C:21]([O:23][CH3:24])=[O:22].